Regression. Given two drug SMILES strings and cell line genomic features, predict the synergy score measuring deviation from expected non-interaction effect. From a dataset of NCI-60 drug combinations with 297,098 pairs across 59 cell lines. (1) Drug 1: C1C(C(OC1N2C=NC3=C2NC=NCC3O)CO)O. Drug 2: COCCOC1=C(C=C2C(=C1)C(=NC=N2)NC3=CC=CC(=C3)C#C)OCCOC.Cl. Cell line: CCRF-CEM. Synergy scores: CSS=6.73, Synergy_ZIP=-4.44, Synergy_Bliss=-5.89, Synergy_Loewe=1.83, Synergy_HSA=-2.03. (2) Drug 1: C1=CN(C(=O)N=C1N)C2C(C(C(O2)CO)O)O.Cl. Drug 2: CC12CCC3C(C1CCC2O)C(CC4=C3C=CC(=C4)O)CCCCCCCCCS(=O)CCCC(C(F)(F)F)(F)F. Cell line: MCF7. Synergy scores: CSS=28.1, Synergy_ZIP=-0.424, Synergy_Bliss=-0.0421, Synergy_Loewe=-2.13, Synergy_HSA=1.75. (3) Drug 1: CC1=CC=C(C=C1)C2=CC(=NN2C3=CC=C(C=C3)S(=O)(=O)N)C(F)(F)F. Drug 2: C1CC(C1)(C(=O)O)C(=O)O.[NH2-].[NH2-].[Pt+2]. Cell line: IGROV1. Synergy scores: CSS=19.8, Synergy_ZIP=-9.04, Synergy_Bliss=-7.36, Synergy_Loewe=-6.22, Synergy_HSA=-3.60. (4) Drug 2: CC1C(C(CC(O1)OC2CC(OC(C2O)C)OC3=CC4=CC5=C(C(=O)C(C(C5)C(C(=O)C(C(C)O)O)OC)OC6CC(C(C(O6)C)O)OC7CC(C(C(O7)C)O)OC8CC(C(C(O8)C)O)(C)O)C(=C4C(=C3C)O)O)O)O. Drug 1: C1CCC(CC1)NC(=O)N(CCCl)N=O. Synergy scores: CSS=3.95, Synergy_ZIP=-3.96, Synergy_Bliss=1.22, Synergy_Loewe=-64.0, Synergy_HSA=-2.09. Cell line: HT29. (5) Drug 1: CC(C1=C(C=CC(=C1Cl)F)Cl)OC2=C(N=CC(=C2)C3=CN(N=C3)C4CCNCC4)N. Drug 2: CC12CCC3C(C1CCC2OP(=O)(O)O)CCC4=C3C=CC(=C4)OC(=O)N(CCCl)CCCl.[Na+]. Cell line: UACC62. Synergy scores: CSS=-5.28, Synergy_ZIP=-4.67, Synergy_Bliss=-17.2, Synergy_Loewe=-31.4, Synergy_HSA=-16.9. (6) Drug 1: CC1=C(C(=CC=C1)Cl)NC(=O)C2=CN=C(S2)NC3=CC(=NC(=N3)C)N4CCN(CC4)CCO. Drug 2: C1CN(P(=O)(OC1)NCCCl)CCCl. Cell line: NCI-H522. Synergy scores: CSS=1.36, Synergy_ZIP=-0.604, Synergy_Bliss=-0.403, Synergy_Loewe=-1.69, Synergy_HSA=-1.10. (7) Drug 1: C(CC(=O)O)C(=O)CN.Cl. Drug 2: COC1=C2C(=CC3=C1OC=C3)C=CC(=O)O2. Cell line: OVCAR-8. Synergy scores: CSS=-3.53, Synergy_ZIP=-0.355, Synergy_Bliss=-4.83, Synergy_Loewe=-9.82, Synergy_HSA=-7.61. (8) Drug 1: C1=NNC2=C1C(=O)NC=N2. Drug 2: C(CCl)NC(=O)N(CCCl)N=O. Cell line: BT-549. Synergy scores: CSS=3.37, Synergy_ZIP=0.507, Synergy_Bliss=2.32, Synergy_Loewe=-1.93, Synergy_HSA=-0.751.